Dataset: Reaction yield outcomes from USPTO patents with 853,638 reactions. Task: Predict the reaction yield, written as a fraction of the theoretical maximum amount of product (1.0 means a 100% yield; for example, 0.34 means a 34% yield). The reactants are [Br-].[CH2:2]([P+](C1C=CC=CC=1)(C1C=CC=CC=1)C1C=CC=CC=1)[CH2:3][C:4]1[CH:9]=[CH:8][CH:7]=[CH:6][CH:5]=1.[Li]CCCC.[CH3:34][O:35][C:36]1[CH:43]=[CH:42][C:39]([CH:40]=O)=[CH:38][CH:37]=1. No catalyst specified. The product is [CH3:34][O:35][C:36]1[CH:43]=[CH:42][C:39]([CH:40]=[CH:2][CH2:3][C:4]2[CH:5]=[CH:6][CH:7]=[CH:8][CH:9]=2)=[CH:38][CH:37]=1. The yield is 0.860.